The task is: Predict the product of the given reaction.. This data is from Forward reaction prediction with 1.9M reactions from USPTO patents (1976-2016). (1) Given the reactants [Br:1][C:2]1[O:6][C:5]([C:7]([OH:9])=O)=[CH:4][CH:3]=1.[CH2:10]([O:12][C:13](=[O:23])[CH:14]=[CH:15][C:16]1[CH:21]=[CH:20][CH:19]=[C:18]([NH2:22])[CH:17]=1)[CH3:11], predict the reaction product. The product is: [CH2:10]([O:12][C:13](=[O:23])[CH:14]=[CH:15][C:16]1[CH:21]=[CH:20][CH:19]=[C:18]([NH:22][C:7]([C:5]2[O:6][C:2]([Br:1])=[CH:3][CH:4]=2)=[O:9])[CH:17]=1)[CH3:11]. (2) The product is: [NH2:15][C:14]1[C:10]([C:8]2[NH:9][C:5]3[CH:4]=[C:3]([NH:25][CH2:26][CH2:27][N:28]([CH3:29])[CH3:30])[C:2]([F:1])=[CH:24][C:6]=3[N:7]=2)=[N:11][N:12]([CH:18]2[CH2:23][CH2:22][CH2:21][CH2:20][O:19]2)[CH:13]=1. Given the reactants [F:1][C:2]1[C:3]([NH:25][CH2:26][CH2:27][N:28]([CH3:30])[CH3:29])=[CH:4][C:5]2[NH:9][C:8]([C:10]3[C:14]([N+:15]([O-])=O)=[CH:13][N:12]([CH:18]4[CH2:23][CH2:22][CH2:21][CH2:20][O:19]4)[N:11]=3)=[N:7][C:6]=2[CH:24]=1.[H][H], predict the reaction product. (3) Given the reactants [C:1]([O:4][C@@H:5]1[C@@H:10]([O:11][C:12](=[O:14])[CH3:13])[C@H:9]([O:15][C:16](=[O:18])[CH3:17])[CH2:8][S:7][C@@H:6]1Br)(=[O:3])[CH3:2].[Cl:20][C:21]1[C:26]([CH3:27])=[CH:25][C:24]([OH:28])=[C:23]([C:29]2[O:33][N:32]=[CH:31][CH:30]=2)[CH:22]=1.C1(C)C=CC=CC=1, predict the reaction product. The product is: [C:1]([O:4][C@@H:5]1[C@@H:10]([O:11][C:12](=[O:14])[CH3:13])[C@H:9]([O:15][C:16](=[O:18])[CH3:17])[CH2:8][S:7][C@H:6]1[O:28][C:24]1[CH:25]=[C:26]([CH3:27])[C:21]([Cl:20])=[CH:22][C:23]=1[C:29]1[O:33][N:32]=[CH:31][CH:30]=1)(=[O:3])[CH3:2]. (4) The product is: [NH:1]1[C:9]2[C:4](=[CH:5][C:6]([C:10]3[C:18]4[C:13](=[N:14][CH:15]=[C:16]([C:19]5[CH:38]=[CH:37][C:22]([CH2:23][N:24]6[CH2:29][CH2:28][NH:27][CH2:26][CH2:25]6)=[CH:21][CH:20]=5)[CH:17]=4)[NH:12][CH:11]=3)=[CH:7][CH:8]=2)[CH:3]=[CH:2]1. Given the reactants [NH:1]1[C:9]2[C:4](=[CH:5][C:6]([C:10]3[C:18]4[C:13](=[N:14][CH:15]=[C:16]([C:19]5[CH:38]=[CH:37][C:22]([CH2:23][N:24]6[CH2:29][CH2:28][N:27](C(OC(C)(C)C)=O)[CH2:26][CH2:25]6)=[CH:21][CH:20]=5)[CH:17]=4)[NH:12][CH:11]=3)=[CH:7][CH:8]=2)[CH:3]=[CH:2]1.C(O)(C(F)(F)F)=O, predict the reaction product. (5) Given the reactants [H-].[Na+].[C:3]1([OH:9])[CH:8]=[CH:7][CH:6]=[CH:5][CH:4]=1.Br[C:11]1[C:12]([NH2:18])=[N:13][CH:14]=[C:15]([Br:17])[N:16]=1.C(OCC)(=O)C, predict the reaction product. The product is: [Br:17][C:15]1[N:16]=[C:11]([O:9][C:3]2[CH:8]=[CH:7][CH:6]=[CH:5][CH:4]=2)[C:12]([NH2:18])=[N:13][CH:14]=1. (6) Given the reactants [C:1]1([NH:7][C:8]([N:10]2[CH2:19][CH2:18][C:17]3[C:12](=[CH:13][CH:14]=[CH:15][CH:16]=3)[CH:11]2[C:20]2[CH:25]=[CH:24][C:23]([C:26]([F:29])([F:28])[F:27])=[CH:22][CH:21]=2)=[O:9])[CH:6]=[CH:5][CH:4]=[CH:3][CH:2]=1.[H-].[Na+].I[CH3:33].O, predict the reaction product. The product is: [CH3:33][N:7]([C:1]1[CH:6]=[CH:5][CH:4]=[CH:3][CH:2]=1)[C:8]([N:10]1[CH2:19][CH2:18][C:17]2[C:12](=[CH:13][CH:14]=[CH:15][CH:16]=2)[CH:11]1[C:20]1[CH:21]=[CH:22][C:23]([C:26]([F:29])([F:27])[F:28])=[CH:24][CH:25]=1)=[O:9]. (7) Given the reactants C(OC([N:8]1[CH:13]2[CH2:14][CH2:15][CH2:16][CH:9]1[CH2:10][NH:11][CH2:12]2)=O)(C)(C)C.Cl[C:18]1[N:19]=[N:20][C:21]([C:24]2[CH:29]=[CH:28][CH:27]=[CH:26][CH:25]=2)=[CH:22][CH:23]=1.C(O)(C(F)(F)F)=O, predict the reaction product. The product is: [C:24]1([C:21]2[N:20]=[N:19][C:18]([N:11]3[CH2:12][CH:13]4[NH:8][CH:9]([CH2:16][CH2:15][CH2:14]4)[CH2:10]3)=[CH:23][CH:22]=2)[CH:25]=[CH:26][CH:27]=[CH:28][CH:29]=1. (8) Given the reactants [NH2:1][C:2]1[CH:9]=[CH:8][C:5]([C:6]#[N:7])=[CH:4][N:3]=1.Cl[CH2:11][CH:12]=O, predict the reaction product. The product is: [N:1]1[CH:11]=[CH:12][N:3]2[CH:4]=[C:5]([C:6]#[N:7])[CH:8]=[CH:9][C:2]=12. (9) Given the reactants [F:1][C:2]1[CH:3]=[C:4]2[C:8](=[CH:9][CH:10]=1)[CH:7]([NH:11][C:12]1[CH:21]=[CH:20][C:19]3[C:14](=[CH:15][CH:16]=[C:17]([NH2:22])[CH:18]=3)[N:13]=1)[CH2:6][CH2:5]2.[N:23]1([CH2:29][C:30](O)=[O:31])[CH2:28][CH2:27][O:26][CH2:25][CH2:24]1, predict the reaction product. The product is: [F:1][C:2]1[CH:3]=[C:4]2[C:8](=[CH:9][CH:10]=1)[CH:7]([NH:11][C:12]1[CH:21]=[CH:20][C:19]3[C:14](=[CH:15][CH:16]=[C:17]([NH:22][C:30](=[O:31])[CH2:29][N:23]4[CH2:28][CH2:27][O:26][CH2:25][CH2:24]4)[CH:18]=3)[N:13]=1)[CH2:6][CH2:5]2. (10) Given the reactants [CH:1]([Cl:4])([Cl:3])[Cl:2].[CH3:5][O:6][C:7]1[CH:8]=[C:9]([CH:15]=[O:16])[CH:10]=[C:11]([CH:13]=[O:14])[CH:12]=1.[OH-].[K+], predict the reaction product. The product is: [CH3:5][O:6][C:7]1[CH:8]=[C:9]([CH:15]([OH:16])[C:1]([Cl:4])([Cl:3])[Cl:2])[CH:10]=[C:11]([CH:13]([OH:14])[C:1]([Cl:4])([Cl:3])[Cl:2])[CH:12]=1.